This data is from Full USPTO retrosynthesis dataset with 1.9M reactions from patents (1976-2016). The task is: Predict the reactants needed to synthesize the given product. (1) Given the product [C:30]([O:34][C:35]([N:37]1[CH2:41][CH2:40][CH2:39][CH:38]1[C:42]1[CH:47]=[CH:46][C:45]([C:15]2[CH:16]=[CH:17][C:12]([C@H:8]3[O:7][C:6]([CH3:27])([CH3:28])[N:5]([C:3](=[O:4])[CH:2]([F:29])[F:1])[C@@H:9]3[CH2:10][F:11])=[CH:13][CH:14]=2)=[CH:44][N:43]=1)=[O:36])([CH3:33])([CH3:31])[CH3:32], predict the reactants needed to synthesize it. The reactants are: [F:1][CH:2]([F:29])[C:3]([N:5]1[C@H:9]([CH2:10][F:11])[C@@H:8]([C:12]2[CH:17]=[CH:16][C:15](B3OC(C)(C)C(C)(C)O3)=[CH:14][CH:13]=2)[O:7][C:6]1([CH3:28])[CH3:27])=[O:4].[C:30]([O:34][C:35]([N:37]1[CH2:41][CH2:40][CH2:39][CH:38]1[C:42]1[CH:47]=[CH:46][C:45](Br)=[CH:44][N:43]=1)=[O:36])([CH3:33])([CH3:32])[CH3:31].C(=O)(O)[O-].[Na+]. (2) Given the product [F:32][C:26]1[CH:27]=[C:28]([F:31])[CH:29]=[CH:30][C:25]=1[C:23]1[CH:22]=[C:21]([C:33]2[CH:38]=[N:37][C:36]([OH:39])=[CH:35][CH:34]=2)[CH:20]=[C:19]([NH:18][C:15]([C:11]2[NH:12][C:13]3[C:9]([CH:10]=2)=[CH:8][CH:7]=[C:6]([NH:5][S:2]([CH3:1])(=[O:3])=[O:4])[CH:14]=3)=[O:17])[CH:24]=1, predict the reactants needed to synthesize it. The reactants are: [CH3:1][S:2]([NH:5][C:6]1[CH:14]=[C:13]2[C:9]([CH:10]=[C:11]([C:15]([OH:17])=O)[NH:12]2)=[CH:8][CH:7]=1)(=[O:4])=[O:3].[NH2:18][C:19]1[CH:20]=[C:21]([C:33]2[CH:34]=[CH:35][C:36]([OH:39])=[N:37][CH:38]=2)[CH:22]=[C:23]([C:25]2[CH:30]=[CH:29][C:28]([F:31])=[CH:27][C:26]=2[F:32])[CH:24]=1.CN(C(ON1N=NC2C=CC=NC1=2)=[N+](C)C)C.F[P-](F)(F)(F)(F)F.CCN(C(C)C)C(C)C. (3) Given the product [NH2:16][C:11]1[CH:12]=[CH:13][CH:14]=[C:15]2[C:10]=1[C:9](=[O:19])[C:8]1([NH:20][C:21]([C:23]3[CH:24]=[C:25]4[C:30](=[CH:31][CH:32]=3)[N:29]=[CH:28][CH:27]=[CH:26]4)=[O:22])[C:7]3[CH:33]=[C:34]([CH3:38])[C:35]([CH3:37])=[CH:36][C:6]=3[O:5][C:4]12[OH:3], predict the reactants needed to synthesize it. The reactants are: Cl.O.[OH:3][C:4]12[C:15]3[C:10](=[C:11]([N+:16]([O-])=O)[CH:12]=[CH:13][CH:14]=3)[C:9](=[O:19])[C:8]1([NH:20][C:21]([C:23]1[CH:24]=[C:25]3[C:30](=[CH:31][CH:32]=1)[N:29]=[CH:28][CH:27]=[CH:26]3)=[O:22])[C:7]1[CH:33]=[C:34]([CH3:38])[C:35]([CH3:37])=[CH:36][C:6]=1[O:5]2. (4) Given the product [NH:7]1[CH:11]=[C:10]([C:12]2[CH:13]=[C:14]3[C:18](=[CH:19][CH:20]=2)[N:17]([CH2:21][CH:22]2[CH2:23][CH2:24][N:25]([C:28]([O:30][CH2:31][C:32]4[CH:33]=[CH:34][CH:35]=[CH:36][CH:37]=4)=[O:29])[CH2:26][CH2:27]2)[CH2:16][CH2:15]3)[CH:9]=[N:8]1, predict the reactants needed to synthesize it. The reactants are: O1CCCCC1[N:7]1[CH:11]=[C:10]([C:12]2[CH:13]=[C:14]3[C:18](=[CH:19][CH:20]=2)[N:17]([CH2:21][CH:22]2[CH2:27][CH2:26][N:25]([C:28]([O:30][CH2:31][C:32]4[CH:37]=[CH:36][CH:35]=[CH:34][CH:33]=4)=[O:29])[CH2:24][CH2:23]2)[CH:16]=[CH:15]3)[CH:9]=[N:8]1.[BH3-]C#N.[Na+].Cl. (5) The reactants are: O.O.O.C([O-])(=O)C.[Na+].Br[CH:10](Br)[C:11]([C:13]([F:16])([F:15])[F:14])=O.C(=O)(O)O.[NH2:22][NH:23][C:24]([NH2:26])=[NH:25].[OH-].[Na+]. Given the product [NH2:26][C:24]1[N:23]=[N:22][CH:10]=[C:11]([C:13]([F:16])([F:15])[F:14])[N:25]=1, predict the reactants needed to synthesize it. (6) Given the product [CH2:1]([N:4]1[CH:8]=[C:7]([C:9]2[CH:10]=[C:11]([CH:24]=[CH:25][CH:26]=2)[CH2:12][CH2:13][O:14][CH2:15][CH2:16][C:17]([N:31]([CH:32]2[CH2:37][CH2:36][CH2:35][CH2:34][CH2:33]2)[CH2:30][CH:29]([O:38][CH3:39])[O:28][CH3:27])=[O:19])[N:6]=[N:5]1)[CH:2]=[CH2:3], predict the reactants needed to synthesize it. The reactants are: [CH2:1]([N:4]1[CH:8]=[C:7]([C:9]2[CH:10]=[C:11]([CH:24]=[CH:25][CH:26]=2)[CH2:12][CH2:13][O:14][CH2:15][CH2:16][C:17]([O:19]C(C)(C)C)=O)[N:6]=[N:5]1)[CH:2]=[CH2:3].[CH3:27][O:28][CH:29]([O:38][CH3:39])[CH2:30][NH:31][CH:32]1[CH2:37][CH2:36][CH2:35][CH2:34][CH2:33]1.C(OCC)(=O)C. (7) Given the product [N+:8]([C:7]1[C:2]([N:14]2[CH2:19][CH2:18][CH2:17][C@H:16]([NH:20][C:21](=[O:27])[O:22][C:23]([CH3:25])([CH3:24])[CH3:26])[CH2:15]2)=[C:3]2[CH:13]=[CH:12][S:11][C:4]2=[N:5][CH:6]=1)([O-:10])=[O:9], predict the reactants needed to synthesize it. The reactants are: Cl[C:2]1[C:7]([N+:8]([O-:10])=[O:9])=[CH:6][N:5]=[C:4]2[S:11][CH:12]=[CH:13][C:3]=12.[NH:14]1[CH2:19][CH2:18][CH2:17][C@H:16]([NH:20][C:21](=[O:27])[O:22][C:23]([CH3:26])([CH3:25])[CH3:24])[CH2:15]1.CCN(C(C)C)C(C)C. (8) Given the product [Cl:1][C:2]1[CH:21]=[CH:20][CH:19]=[C:18]([OH:22])[C:3]=1[CH2:4][CH:5]1[CH2:9][CH2:8][N:7]([C@H:10]2[CH2:11][CH2:12][C@@H:13]([OH:16])[CH2:14][CH2:15]2)[C:6]1=[O:17], predict the reactants needed to synthesize it. The reactants are: [Cl:1][C:2]1[CH:21]=[CH:20][CH:19]=[C:18]([O:22]C)[C:3]=1[CH2:4][CH:5]1[CH2:9][CH2:8][N:7]([C@H:10]2[CH2:15][CH2:14][C@@H:13]([OH:16])[CH2:12][CH2:11]2)[C:6]1=[O:17].C(S)C.[Na].[Cl-].[NH4+]. (9) The reactants are: [C:1]([OH:12])(=O)/[CH:2]=[CH:3]/[CH2:4][CH2:5][CH2:6][CH2:7][CH2:8][CH2:9][CH3:10].[CH2:13]([NH2:18])[CH2:14][CH:15]([CH3:17])[CH3:16]. Given the product [CH2:13]([NH:18][C:1](=[O:12])/[CH:2]=[CH:3]/[CH2:4][CH2:5][CH2:6][CH2:7][CH2:8][CH2:9][CH3:10])[CH2:14][CH:15]([CH3:17])[CH3:16], predict the reactants needed to synthesize it. (10) Given the product [F:23][C:24]1[CH:29]=[CH:28][CH:27]=[CH:26][C:25]=1[N:30]1[CH2:35][CH2:34][N:33]([CH2:17][CH2:16][CH2:15][C:14]2[N:10]([C:6]3[CH:7]=[CH:8][CH:9]=[C:4]([N+:1]([O-:3])=[O:2])[CH:5]=3)[N:11]=[C:12]([CH2:19][CH2:20][CH2:21][CH3:22])[CH:13]=2)[CH2:32][CH2:31]1, predict the reactants needed to synthesize it. The reactants are: [N+:1]([C:4]1[CH:5]=[C:6]([N:10]2[C:14]([CH2:15][CH2:16][CH:17]=O)=[CH:13][C:12]([CH2:19][CH2:20][CH2:21][CH3:22])=[N:11]2)[CH:7]=[CH:8][CH:9]=1)([O-:3])=[O:2].[F:23][C:24]1[CH:29]=[CH:28][CH:27]=[CH:26][C:25]=1[N:30]1[CH2:35][CH2:34][NH:33][CH2:32][CH2:31]1.[BH-](OC(C)=O)(OC(C)=O)OC(C)=O.[Na+].